Dataset: Catalyst prediction with 721,799 reactions and 888 catalyst types from USPTO. Task: Predict which catalyst facilitates the given reaction. (1) Reactant: [C:1]1(=[O:7])[O:6][C:4](=[O:5])[CH2:3][CH2:2]1.[C:8]1([C@H:18]([N:20]([CH2:28][C@@H:29]2[C@@H:33]([C:34]3[CH:39]=[CH:38][CH:37]=[CH:36][CH:35]=3)[CH2:32][NH:31][CH2:30]2)[C:21](=[O:27])[O:22][C:23]([CH3:26])([CH3:25])[CH3:24])[CH3:19])[C:17]2[C:12](=[CH:13][CH:14]=[CH:15][CH:16]=2)[CH:11]=[CH:10][CH:9]=1.C(N(CC)CC)C.Cl. Product: [C:23]([O:22][C:21]([N:20]([CH2:28][C@@H:29]1[C@@H:33]([C:34]2[CH:35]=[CH:36][CH:37]=[CH:38][CH:39]=2)[CH2:32][N:31]([C:4](=[O:5])[CH2:3][CH2:2][C:1]([OH:6])=[O:7])[CH2:30]1)[C@@H:18]([C:8]1[C:17]2[C:12](=[CH:13][CH:14]=[CH:15][CH:16]=2)[CH:11]=[CH:10][CH:9]=1)[CH3:19])=[O:27])([CH3:24])([CH3:25])[CH3:26]. The catalyst class is: 1. (2) Reactant: [F:1][C:2]([F:11])([C:5]1[CH:10]=[CH:9][CH:8]=[CH:7][CH:6]=1)[CH2:3][OH:4].C(N(C(C)C)CC)(C)C.[F:21][C:22]([F:35])([F:34])[S:23](O[S:23]([C:22]([F:35])([F:34])[F:21])(=[O:25])=[O:24])(=[O:25])=[O:24]. Product: [F:21][C:22]([F:35])([F:34])[S:23]([O:4][CH2:3][C:2]([F:11])([F:1])[C:5]1[CH:6]=[CH:7][CH:8]=[CH:9][CH:10]=1)(=[O:25])=[O:24]. The catalyst class is: 2.